Dataset: Reaction yield outcomes from USPTO patents with 853,638 reactions. Task: Predict the reaction yield, written as a fraction of the theoretical maximum amount of product (1.0 means a 100% yield; for example, 0.34 means a 34% yield). (1) The yield is 0.760. The catalyst is [C-]#N.[Zn+2].[C-]#N.C1C=CC([P]([Pd]([P](C2C=CC=CC=2)(C2C=CC=CC=2)C2C=CC=CC=2)([P](C2C=CC=CC=2)(C2C=CC=CC=2)C2C=CC=CC=2)[P](C2C=CC=CC=2)(C2C=CC=CC=2)C2C=CC=CC=2)(C2C=CC=CC=2)C2C=CC=CC=2)=CC=1. The product is [Br:1][C:2]1[CH:3]=[C:4]2[C:8](=[C:9]([C:15]#[N:16])[CH:10]=1)[NH:7][CH:6]=[C:5]2[CH:12]([CH3:14])[CH3:13]. The reactants are [Br:1][C:2]1[CH:3]=[C:4]2[C:8](=[C:9](I)[CH:10]=1)[NH:7][CH:6]=[C:5]2[CH:12]([CH3:14])[CH3:13].[CH3:15][N:16](C=O)C. (2) The reactants are [OH:1][C@H:2]([C@@H:5]1[C@H:8]([NH:9][C:10](=[O:19])[O:11][CH2:12][C:13]2[CH:18]=[CH:17][CH:16]=[CH:15][CH:14]=2)[C:7](=[O:20])[N:6]1[CH2:21][C:22]1[CH:27]=[CH:26][C:25]([O:28][CH3:29])=[CH:24][C:23]=1[O:30][CH3:31])CO.I([O-])(=O)(=O)=O.[Na+]. The catalyst is CCOC(C)=O.O. The product is [CH3:31][O:30][C:23]1[CH:24]=[C:25]([O:28][CH3:29])[CH:26]=[CH:27][C:22]=1[CH2:21][N:6]1[C:7](=[O:20])[C@@H:8]([NH:9][C:10](=[O:19])[O:11][CH2:12][C:13]2[CH:18]=[CH:17][CH:16]=[CH:15][CH:14]=2)[C@H:5]1[CH:2]=[O:1]. The yield is 0.980. (3) The reactants are [Cl:1][C:2]1[CH:3]=[C:4]([NH:9][C:10]2[C:19]3[C:14](=[CH:15][C:16]([O:23][CH3:24])=[C:17]([N+:20]([O-])=O)[CH:18]=3)[N:13]=[CH:12][N:11]=2)[CH:5]=[CH:6][C:7]=1[F:8]. The yield is 0.990. The catalyst is [Ni].C1COCC1. The product is [Cl:1][C:2]1[CH:3]=[C:4]([NH:9][C:10]2[C:19]3[C:14](=[CH:15][C:16]([O:23][CH3:24])=[C:17]([NH2:20])[CH:18]=3)[N:13]=[CH:12][N:11]=2)[CH:5]=[CH:6][C:7]=1[F:8].